This data is from Forward reaction prediction with 1.9M reactions from USPTO patents (1976-2016). The task is: Predict the product of the given reaction. (1) The product is: [C:10]([C:14]1[CH:19]=[C:18]([C:20]([CH3:23])([CH3:22])[CH3:21])[CH:17]=[C:16]([CH2:27][N:5]([CH2:6][CH2:7][CH2:8][CH3:9])[CH2:1][CH2:2][CH2:3][CH3:4])[C:15]=1[OH:24])([CH3:13])([CH3:12])[CH3:11]. Given the reactants [CH2:1]([NH:5][CH2:6][CH2:7][CH2:8][CH3:9])[CH2:2][CH2:3][CH3:4].[C:10]([C:14]1[CH:19]=[C:18]([C:20]([CH3:23])([CH3:22])[CH3:21])[CH:17]=[CH:16][C:15]=1[OH:24])([CH3:13])([CH3:12])[CH3:11].C=O.[CH2:27](O)C.O, predict the reaction product. (2) Given the reactants [CH3:1][N:2]([CH2:4]N(C)C)[CH3:3].[CH3:8][O:9][C:10]1[CH:11]=[C:12]([CH2:16][C:17](=O)[CH3:18])[CH:13]=[CH:14][CH:15]=1.FC(F)(F)C(O)=[O:23], predict the reaction product. The product is: [CH3:1][N:2]([CH3:3])[CH2:4][CH:17]([CH3:18])[C:16]([C:12]1[CH:13]=[CH:14][CH:15]=[C:10]([O:9][CH3:8])[CH:11]=1)=[O:23]. (3) Given the reactants [OH:1][CH:2]([C:18]1[CH:23]=[C:22]([CH3:24])[CH:21]=[C:20]([O:25][CH3:26])[CH:19]=1)[C@@H:3]1[C@:12]2([CH3:13])[C@H:7]([C:8]([CH3:15])([CH3:14])[CH2:9][CH2:10][CH2:11]2)[CH2:6][CH2:5][C@@:4]1([CH3:17])[OH:16].[Cr](Cl)([O-])(=O)=O.[NH+]1C=CC=CC=1, predict the reaction product. The product is: [CH3:26][O:25][C:20]1[CH:19]=[C:18]([C:2]([C@@H:3]2[C@:12]3([CH3:13])[C@H:7]([C:8]([CH3:15])([CH3:14])[CH2:9][CH2:10][CH2:11]3)[CH2:6][CH2:5][C@@:4]2([CH3:17])[OH:16])=[O:1])[CH:23]=[C:22]([CH3:24])[CH:21]=1. (4) Given the reactants [C:1]1([N:7]2[CH2:12][CH2:11][NH:10][CH2:9][CH2:8]2)[CH:6]=[CH:5][CH:4]=[CH:3][CH:2]=1.Br[CH2:14][C:15]1[CH:20]=[CH:19][C:18]([CH2:21][C:22]#[N:23])=[CH:17][CH:16]=1, predict the reaction product. The product is: [C:1]1([N:7]2[CH2:12][CH2:11][N:10]([CH2:14][C:15]3[CH:20]=[CH:19][C:18]([CH2:21][C:22]#[N:23])=[CH:17][CH:16]=3)[CH2:9][CH2:8]2)[CH:6]=[CH:5][CH:4]=[CH:3][CH:2]=1.